From a dataset of Forward reaction prediction with 1.9M reactions from USPTO patents (1976-2016). Predict the product of the given reaction. Given the reactants C([O:5][C:6](=[O:47])[CH2:7][CH2:8][C:9]1[CH:14]=[CH:13][C:12]([O:15][CH2:16][CH2:17][C:18]2[N:19]=[C:20]([C:24]3[CH:29]=[CH:28][C:27]([C:30]4[CH:35]=[CH:34][CH:33]=[CH:32][CH:31]=4)=[CH:26][CH:25]=3)[O:21][C:22]=2[CH3:23])=[CH:11][C:10]=1[CH2:36][NH:37][C:38]([C:40]1[CH:44]=[C:43]([Cl:45])[S:42][C:41]=1[Cl:46])=[O:39])(C)(C)C.C1(OC)C=CC=CC=1.C(O)(C(F)(F)F)=O, predict the reaction product. The product is: [C:27]1([C:30]2[CH:35]=[CH:34][CH:33]=[CH:32][CH:31]=2)[CH:28]=[CH:29][C:24]([C:20]2[O:21][C:22]([CH3:23])=[C:18]([CH2:17][CH2:16][O:15][C:12]3[CH:13]=[CH:14][C:9]([CH2:8][CH2:7][C:6]([OH:47])=[O:5])=[C:10]([CH2:36][NH:37][C:38]([C:40]4[CH:44]=[C:43]([Cl:45])[S:42][C:41]=4[Cl:46])=[O:39])[CH:11]=3)[N:19]=2)=[CH:25][CH:26]=1.